Dataset: Full USPTO retrosynthesis dataset with 1.9M reactions from patents (1976-2016). Task: Predict the reactants needed to synthesize the given product. (1) Given the product [Si:12]([O:25][CH2:26][C@@H:27]([OH:28])[CH2:29][CH:4]=[CH2:5])([C:8]([CH3:10])([CH3:11])[CH3:9])([C:19]1[CH:20]=[CH:21][CH:22]=[CH:23][CH:24]=1)[C:13]1[CH:14]=[CH:15][CH:16]=[CH:17][CH:18]=1, predict the reactants needed to synthesize it. The reactants are: [Cu]C#N.[CH:4]([Mg]Br)=[CH2:5].[C:8]([Si:12]([O:25][CH2:26][C@@H:27]1[CH2:29][O:28]1)([C:19]1[CH:24]=[CH:23][CH:22]=[CH:21][CH:20]=1)[C:13]1[CH:18]=[CH:17][CH:16]=[CH:15][CH:14]=1)([CH3:11])([CH3:10])[CH3:9]. (2) Given the product [F:1][C:2]1[CH:35]=[C:34]([F:36])[CH:33]=[CH:32][C:3]=1[CH2:4][N:5]1[C:9]2=[CH:10][N:11]=[C:12]([C:14]([NH:72][O:71][CH2:69][CH3:70])=[O:16])[CH:13]=[C:8]2[C:7]([CH2:17][N:18]2[CH2:23][CH2:22][C:21]([OH:31])([CH2:24][N:25]3[CH2:29][CH2:28][CH2:27][C:26]3=[O:30])[CH2:20][CH2:19]2)=[CH:6]1, predict the reactants needed to synthesize it. The reactants are: [F:1][C:2]1[CH:35]=[C:34]([F:36])[CH:33]=[CH:32][C:3]=1[CH2:4][N:5]1[C:9]2=[CH:10][N:11]=[C:12]([C:14]([OH:16])=O)[CH:13]=[C:8]2[C:7]([CH2:17][N:18]2[CH2:23][CH2:22][C:21]([OH:31])([CH2:24][N:25]3[CH2:29][CH2:28][CH2:27][C:26]3=[O:30])[CH2:20][CH2:19]2)=[CH:6]1.CN(C(ON1N=NC2C=CC=NC1=2)=[N+](C)C)C.F[P-](F)(F)(F)(F)F.C(N(CC)CC)C.Cl.[CH2:69]([O:71][NH2:72])[CH3:70]. (3) The reactants are: [H-].[Na+].[I-].[CH3:4][S+](C)(C)=O.[C:9]([O:13][C:14](=[O:27])/[CH:15]=[CH:16]/[C:17]1[CH:26]=[CH:25][C:20]([C:21]([O:23][CH3:24])=[O:22])=[CH:19][CH:18]=1)([CH3:12])([CH3:11])[CH3:10].O. Given the product [C:9]([O:13][C:14]([C@@H:15]1[CH2:4][C@H:16]1[C:17]1[CH:18]=[CH:19][C:20]([C:21]([O:23][CH3:24])=[O:22])=[CH:25][CH:26]=1)=[O:27])([CH3:12])([CH3:10])[CH3:11], predict the reactants needed to synthesize it. (4) Given the product [CH:1]1([NH:4][C:5]([C:7]2[C:16](=[O:17])[C:15]3[C:10](=[N:11][CH:12]=[CH:13][CH:14]=3)[N:9]([C:18]3[CH:23]=[C:22]([Br:24])[CH:21]=[C:20]([C:2]4[CH:30]=[N:27][C:26]([C:16]([OH:17])([CH3:7])[CH3:15])=[CH:3][CH:1]=4)[CH:19]=3)[CH:8]=2)=[O:6])[CH2:3][CH2:2]1, predict the reactants needed to synthesize it. The reactants are: [CH:1]1([NH:4][C:5]([C:7]2[C:16](=[O:17])[C:15]3[C:10](=[N:11][CH:12]=[CH:13][CH:14]=3)[N:9]([C:18]3[CH:23]=[C:22]([Br:24])[CH:21]=[C:20](Br)[CH:19]=3)[CH:8]=2)=[O:6])[CH2:3][CH2:2]1.[CH3:26][N:27]([CH3:30])C=O. (5) The reactants are: COC1C=CC(C[NH:8][C:9]2[N:14]3[N:15]=[CH:16][CH:17]=[C:13]3[N:12]=[C:11]([NH:18][CH:19]3[CH2:24][CH2:23][CH2:22][N:21]([C:25]([O:27][C:28]([CH3:31])([CH3:30])[CH3:29])=[O:26])[CH2:20]3)[C:10]=2[CH3:32])=CC=1.[H][H]. Given the product [NH2:8][C:9]1[N:14]2[N:15]=[CH:16][CH:17]=[C:13]2[N:12]=[C:11]([NH:18][CH:19]2[CH2:24][CH2:23][CH2:22][N:21]([C:25]([O:27][C:28]([CH3:30])([CH3:29])[CH3:31])=[O:26])[CH2:20]2)[C:10]=1[CH3:32], predict the reactants needed to synthesize it. (6) Given the product [ClH:29].[CH:1]([N:4]1[CH2:5][CH2:6][CH:7]([CH2:10][O:11][CH2:12][C@H:13]([NH:20][C:27](=[O:28])[C:26]2[CH:30]=[CH:31][C:23]([O:22][CH3:21])=[CH:24][CH:25]=2)[C:14]2[CH:15]=[CH:16][CH:17]=[CH:18][CH:19]=2)[CH2:8][CH2:9]1)([CH3:3])[CH3:2], predict the reactants needed to synthesize it. The reactants are: [CH:1]([N:4]1[CH2:9][CH2:8][CH:7]([CH2:10][O:11][CH2:12][C@H:13]([NH2:20])[C:14]2[CH:19]=[CH:18][CH:17]=[CH:16][CH:15]=2)[CH2:6][CH2:5]1)([CH3:3])[CH3:2].[CH3:21][O:22][C:23]1[CH:31]=[CH:30][C:26]([C:27]([Cl:29])=[O:28])=[CH:25][CH:24]=1. (7) Given the product [CH2:3]([O:10][C:12]1[CH:19]=[N:18][CH:17]=[CH:16][C:13]=1[C:14]#[N:15])[C:4]1[CH:9]=[CH:8][CH:7]=[CH:6][CH:5]=1, predict the reactants needed to synthesize it. The reactants are: [H-].[Na+].[CH2:3]([OH:10])[C:4]1[CH:9]=[CH:8][CH:7]=[CH:6][CH:5]=1.Cl[C:12]1[CH:19]=[N:18][CH:17]=[CH:16][C:13]=1[C:14]#[N:15]. (8) Given the product [Cl:1][C:2]1[CH:7]=[CH:6][C:5]([OH:8])=[CH:4][C:3]=1[NH:9][C:10]1[C:15]([C:16]#[N:17])=[CH:14][N:13]=[CH:12][C:11]=1[C:27]1[S:31][C:30]2[CH:32]=[CH:33][C:34]([CH:36]=[O:37])=[CH:35][C:29]=2[CH:28]=1, predict the reactants needed to synthesize it. The reactants are: [Cl:1][C:2]1[CH:7]=[CH:6][C:5]([OH:8])=[CH:4][C:3]=1[NH:9][C:10]1[C:15]([C:16]#[N:17])=[CH:14][N:13]=[CH:12][C:11]=1I.CC1(C)C(C)(C)OB([C:27]2[S:31][C:30]3[CH:32]=[CH:33][C:34]([CH:36]=[O:37])=[CH:35][C:29]=3[CH:28]=2)O1. (9) Given the product [Br:1][C:2]1[CH:3]=[C:4]([CH:8]=[CH:9][CH:10]=1)[CH2:5][N:18]([CH3:16])[C:23](=[O:30])[C:24]1[CH:29]=[CH:28][CH:27]=[CH:26][CH:25]=1, predict the reactants needed to synthesize it. The reactants are: [Br:1][C:2]1[CH:3]=[C:4]([CH:8]=[CH:9][CH:10]=1)[CH2:5]CN.C1COCC1.[CH2:16]([N:18](CC)CC)C.[C:23](Cl)(=[O:30])[C:24]1[CH:29]=[CH:28][CH:27]=[CH:26][CH:25]=1. (10) Given the product [CH2:1]([C:7]1[N:8]=[C:9]([C:29]2[CH:34]=[CH:33][C:32]([CH3:35])=[CH:31][CH:30]=2)[S:10][C:11]=1[CH2:12][CH2:13][C:14]([C:16]1[CH:21]=[CH:20][C:19]([CH2:22][CH2:23][C:24]([OH:26])=[O:25])=[C:18]([CH3:28])[CH:17]=1)=[O:15])[CH2:2][CH2:3][CH2:4][CH2:5][CH3:6], predict the reactants needed to synthesize it. The reactants are: [CH2:1]([C:7]1[N:8]=[C:9]([C:29]2[CH:34]=[CH:33][C:32]([CH3:35])=[CH:31][CH:30]=2)[S:10][C:11]=1[CH2:12][CH2:13][C:14]([C:16]1[CH:21]=[CH:20][C:19]([CH2:22][CH2:23][C:24]([O:26]C)=[O:25])=[C:18]([CH3:28])[CH:17]=1)=[O:15])[CH2:2][CH2:3][CH2:4][CH2:5][CH3:6].O.[OH-].[Li+].Cl.